Dataset: Full USPTO retrosynthesis dataset with 1.9M reactions from patents (1976-2016). Task: Predict the reactants needed to synthesize the given product. Given the product [C:26]([C:30]1[CH:31]=[C:32]([C:42]2[CH:41]=[CH:49][C:50]([C:6]([N:8]3[CH:9]4[CH2:15][CH2:14][CH:13]3[CH2:12][N:11]([C:16]3[N:17]=[CH:18][CH:19]=[CH:20][N:21]=3)[CH2:10]4)=[O:7])=[CH:45][CH:46]=2)[CH:33]=[CH:34][CH:35]=1)([CH3:25])([CH3:27])[CH3:57], predict the reactants needed to synthesize it. The reactants are: C(O[C:6]([N:8]1[CH:13]2[CH2:14][CH2:15][CH:9]1[CH2:10][N:11]([C:16]1[N:21]=[CH:20][CH:19]=[CH:18][N:17]=1)[CH2:12]2)=[O:7])(C)(C)C.FC(F)(F)C1[CH:25]=[C:26]([C:30]2[CH:35]=[CH:34][C:33](C(O)=O)=[CH:32][CH:31]=2)[CH:27]=CC=1.[CH2:41](Cl)[CH2:42]Cl.[CH:45]1[CH:46]=CC2N(O)N=N[C:49]=2[CH:50]=1.Cl.O1CCOC[CH2:57]1.